From a dataset of CYP1A2 inhibition data for predicting drug metabolism from PubChem BioAssay. Regression/Classification. Given a drug SMILES string, predict its absorption, distribution, metabolism, or excretion properties. Task type varies by dataset: regression for continuous measurements (e.g., permeability, clearance, half-life) or binary classification for categorical outcomes (e.g., BBB penetration, CYP inhibition). Dataset: cyp1a2_veith. (1) The result is 1 (inhibitor). The molecule is C/C(=N\Nc1nnc(-c2ccccc2)c(-c2ccccc2)n1)c1cccc([N+](=O)[O-])c1. (2) The molecule is O=S(=O)(c1ccccc1)N1CCC[C@@]2(CCN(c3ccncc3)C2)C1. The result is 0 (non-inhibitor).